From a dataset of Catalyst prediction with 721,799 reactions and 888 catalyst types from USPTO. Predict which catalyst facilitates the given reaction. (1) Reactant: C(O[C:4]([C:6]1([CH2:19][CH2:20]OC)[CH2:11][CH2:10][N:9]([S:12]([CH2:15][CH:16]([CH3:18])[CH3:17])(=[O:14])=[O:13])[CH2:8][CH2:7]1)=[O:5])C.[Cl-].C[Al+]C.[F:27][C:28]([F:38])([F:37])[O:29][C:30]1[CH:36]=[CH:35][C:33]([NH2:34])=[CH:32][CH:31]=1. Product: [CH3:18][CH:16]([CH3:17])[CH2:15][S:12]([N:9]1[CH2:8][CH2:7][C:6]2([C:4](=[O:5])[N:34]([C:33]3[CH:35]=[CH:36][C:30]([O:29][C:28]([F:27])([F:37])[F:38])=[CH:31][CH:32]=3)[CH2:20][CH2:19]2)[CH2:11][CH2:10]1)(=[O:13])=[O:14]. The catalyst class is: 194. (2) Reactant: [Br:1][C:2]1[CH:3]=[C:4]([N+:19]([O-:21])=[O:20])[C:5]([CH:8](C(OCC)=O)C(OCC)=O)=[N:6][CH:7]=1.Cl. Product: [Br:1][C:2]1[CH:3]=[C:4]([N+:19]([O-:21])=[O:20])[C:5]([CH3:8])=[N:6][CH:7]=1. The catalyst class is: 25. (3) Reactant: [NH2:1][C:2]1[C:3]([CH3:9])=[C:4]([OH:8])[CH:5]=[CH:6][CH:7]=1.[CH:10](=O)/[CH:11]=[CH:12]/[CH3:13].[OH-].[NH4+]. Product: [CH3:13][C:12]1[CH:11]=[CH:10][C:7]2[C:2](=[C:3]([CH3:9])[C:4]([OH:8])=[CH:5][CH:6]=2)[N:1]=1. The catalyst class is: 33. (4) Reactant: Cl[C:2]([O:4][CH2:5][CH3:6])=[O:3].[F:7][C:8]1[C:13]([F:14])=[CH:12][CH:11]=[CH:10][C:9]=1[OH:15].C(N(CC)CC)C.Cl. Product: [C:2](=[O:3])([O:4][CH2:5][CH3:6])[O:15][C:9]1[CH:10]=[CH:11][CH:12]=[C:13]([F:14])[C:8]=1[F:7]. The catalyst class is: 25.